Dataset: Reaction yield outcomes from USPTO patents with 853,638 reactions. Task: Predict the reaction yield, written as a fraction of the theoretical maximum amount of product (1.0 means a 100% yield; for example, 0.34 means a 34% yield). (1) The reactants are Cl[C:2]1[C:14]2[C:13]3[C:8](=[CH:9][CH:10]=[CH:11][CH:12]=3)[NH:7][C:6]=2[N:5]=[C:4]([NH:15][C:16](=[O:21])[C:17]([CH3:20])([CH3:19])[CH3:18])[N:3]=1.[Br:22][C:23]1[CH:24]=[C:25]([CH:27]=[CH:28][CH:29]=1)[NH2:26]. No catalyst specified. The product is [Br:22][C:23]1[CH:24]=[C:25]([NH:26][C:2]2[C:14]3[C:13]4[C:8](=[CH:9][CH:10]=[CH:11][CH:12]=4)[NH:7][C:6]=3[N:5]=[C:4]([NH:15][C:16](=[O:21])[C:17]([CH3:20])([CH3:19])[CH3:18])[N:3]=2)[CH:27]=[CH:28][CH:29]=1. The yield is 0.800. (2) The reactants are C[O:2][C:3](=[O:34])[CH2:4][CH2:5][C:6]1[CH:11]=[CH:10][C:9]([O:12][C:13]2[CH:18]=[CH:17][C:16]([CH2:19][CH:20]([NH:26][C:27]([O:29][C:30]([CH3:33])([CH3:32])[CH3:31])=[O:28])[C:21](=[O:25])[N:22]([CH3:24])[CH3:23])=[CH:15][CH:14]=2)=[CH:8][CH:7]=1.[OH-].[Li+]. The catalyst is C1COCC1.O. The product is [C:30]([O:29][C:27]([NH:26][CH:20]([C:21](=[O:25])[N:22]([CH3:24])[CH3:23])[CH2:19][C:16]1[CH:17]=[CH:18][C:13]([O:12][C:9]2[CH:10]=[CH:11][C:6]([CH2:5][CH2:4][C:3]([OH:34])=[O:2])=[CH:7][CH:8]=2)=[CH:14][CH:15]=1)=[O:28])([CH3:32])([CH3:31])[CH3:33]. The yield is 0.970.